This data is from Forward reaction prediction with 1.9M reactions from USPTO patents (1976-2016). The task is: Predict the product of the given reaction. Given the reactants C([O:8][C:9](=[O:17])[CH:10]=[CH:11][C:12]1[S:13][CH:14]=[CH:15][N:16]=1)C1C=CC=CC=1.[OH-].[Na+], predict the reaction product. The product is: [S:13]1[CH:14]=[CH:15][N:16]=[C:12]1[CH:11]=[CH:10][C:9]([OH:17])=[O:8].